From a dataset of Full USPTO retrosynthesis dataset with 1.9M reactions from patents (1976-2016). Predict the reactants needed to synthesize the given product. (1) Given the product [C:19]([C:22]1[N:1]=[C:2]2[N:6]([CH2:7][C:8]3[CH:13]=[CH:12][CH:11]=[CH:10][C:9]=3[Cl:14])[N:5]=[CH:4][C:3]2=[C:15]([O:16][CH2:25][CH3:26])[N:17]=1)([CH3:21])([CH3:20])[CH3:18], predict the reactants needed to synthesize it. The reactants are: [NH2:1][C:2]1[N:6]([CH2:7][C:8]2[CH:13]=[CH:12][CH:11]=[CH:10][C:9]=2[Cl:14])[N:5]=[CH:4][C:3]=1[C:15]([NH2:17])=[O:16].[C:18](Cl)(=O)[C:19]([CH3:22])([CH3:21])[CH3:20].[CH2:25](O)[CH3:26]. (2) Given the product [O:1]=[C:2]1[NH:7][C:6]2[CH:8]=[C:9]([C:11]([OH:13])=[O:12])[S:10][C:5]=2[N:4]=[CH:3]1, predict the reactants needed to synthesize it. The reactants are: [O:1]=[C:2]1[NH:7][C:6]2[CH:8]=[C:9]([C:11]([O:13]C)=[O:12])[S:10][C:5]=2[N:4]=[CH:3]1.[OH-].[Na+].